Dataset: Reaction yield outcomes from USPTO patents with 853,638 reactions. Task: Predict the reaction yield, written as a fraction of the theoretical maximum amount of product (1.0 means a 100% yield; for example, 0.34 means a 34% yield). (1) The catalyst is CO.CN(C)C=O.[Pd]. The product is [CH3:1][O:2][C:3](=[O:28])[CH2:4][O:5][C:6]1[CH:11]=[CH:10][C:9]([NH:12][C:13](=[O:27])[CH2:14][CH2:15][CH2:16][CH2:17][CH2:18][OH:19])=[CH:8][CH:7]=1. The reactants are [CH3:1][O:2][C:3](=[O:28])[CH2:4][O:5][C:6]1[CH:11]=[CH:10][C:9]([NH:12][C:13](=[O:27])[CH2:14][CH2:15][CH2:16][CH2:17][CH2:18][O:19]CC2C=CC=CC=2)=[CH:8][CH:7]=1. The yield is 0.244. (2) The yield is 0.810. The product is [Br:23][C:13]1[C:8]([C:5]2[CH:4]=[CH:3][C:2]([Cl:1])=[CH:7][CH:6]=2)=[C:9]([C:15]2[CH:16]=[CH:17][C:18]([C:19]#[N:20])=[CH:21][CH:22]=2)[C:10](=[O:14])[N:11]([CH2:26][C:27]2[C:28]([CH3:37])=[N:29][C:30]([C:33]([F:36])([F:35])[F:34])=[CH:31][CH:32]=2)[N:12]=1. The catalyst is CO.O.CCOC(C)=O. The reactants are [Cl:1][C:2]1[CH:7]=[CH:6][C:5]([C:8]2[CH:13]=[N:12][NH:11][C:10](=[O:14])[C:9]=2[C:15]2[CH:22]=[CH:21][C:18]([C:19]#[N:20])=[CH:17][CH:16]=2)=[CH:4][CH:3]=1.[Br:23]Br.Cl[CH2:26][C:27]1[C:28]([CH3:37])=[N:29][C:30]([C:33]([F:36])([F:35])[F:34])=[CH:31][CH:32]=1.